This data is from Forward reaction prediction with 1.9M reactions from USPTO patents (1976-2016). The task is: Predict the product of the given reaction. (1) Given the reactants [CH3:1][CH:2]([CH2:18][CH:19]=C)[CH2:3][C@@H:4]1[CH2:8][N:7]([C@H:9]([C:11]2[CH:16]=[CH:15][CH:14]=[CH:13][CH:12]=2)[CH3:10])[C:6](=[O:17])[CH2:5]1.I([O-])(=O)(=O)=[O:22].[Na+], predict the reaction product. The product is: [OH:22][CH2:19][CH2:18][CH:2]([CH3:1])[CH2:3][C@@H:4]1[CH2:8][N:7]([C@H:9]([C:11]2[CH:16]=[CH:15][CH:14]=[CH:13][CH:12]=2)[CH3:10])[C:6](=[O:17])[CH2:5]1. (2) Given the reactants [CH3:1][C:2]1[O:6][C:5]([C:7]2[CH:16]=[CH:15][C:14]3[C:9](=[CH:10][CH:11]=[CH:12][CH:13]=3)[CH:8]=2)=[N:4][C:3]=1[CH2:17][O:18][C:19]1[CH:35]=[CH:34][C:22]([CH2:23][O:24][C:25]2[C:30]([CH2:31][C:32]#N)=[CH:29][CH:28]=[CH:27][N:26]=2)=[CH:21][CH:20]=1.[OH-:36].[Na+].C(O)C.Cl.[OH2:42], predict the reaction product. The product is: [CH3:1][C:2]1[O:6][C:5]([C:7]2[CH:16]=[CH:15][C:14]3[C:9](=[CH:10][CH:11]=[CH:12][CH:13]=3)[CH:8]=2)=[N:4][C:3]=1[CH2:17][O:18][C:19]1[CH:20]=[CH:21][C:22]([CH2:23][O:24][C:25]2[C:30]([CH2:31][C:32]([OH:42])=[O:36])=[CH:29][CH:28]=[CH:27][N:26]=2)=[CH:34][CH:35]=1. (3) Given the reactants Cl[C:2]1[CH:7]=[C:6]([N:8]([CH:16]2[CH2:18][CH2:17]2)[C:9](=[O:15])[O:10][C:11]([CH3:14])([CH3:13])[CH3:12])[N:5]2[N:19]=[CH:20][C:21]([CH:22]=[C:23]3[CH2:27][C:26](=[O:28])[NH:25][C:24]3=[O:29])=[C:4]2[N:3]=1.C([O-])([O-])=O.[K+].[K+].[N:36]1[CH:41]=[CH:40][CH:39]=[CH:38][C:37]=1[N:42]1[CH2:47][CH2:46][NH:45][CH2:44][CH2:43]1, predict the reaction product. The product is: [CH:16]1([N:8]([C:6]2[N:5]3[N:19]=[CH:20][C:21]([CH:22]=[C:23]4[CH2:27][C:26](=[O:28])[NH:25][C:24]4=[O:29])=[C:4]3[N:3]=[C:2]([N:45]3[CH2:46][CH2:47][N:42]([C:37]4[CH:38]=[CH:39][CH:40]=[CH:41][N:36]=4)[CH2:43][CH2:44]3)[CH:7]=2)[C:9](=[O:15])[O:10][C:11]([CH3:14])([CH3:13])[CH3:12])[CH2:18][CH2:17]1.